This data is from NCI-60 drug combinations with 297,098 pairs across 59 cell lines. The task is: Regression. Given two drug SMILES strings and cell line genomic features, predict the synergy score measuring deviation from expected non-interaction effect. (1) Drug 1: CC1CCCC2(C(O2)CC(NC(=O)CC(C(C(=O)C(C1O)C)(C)C)O)C(=CC3=CSC(=N3)C)C)C. Drug 2: N.N.Cl[Pt+2]Cl. Cell line: SK-OV-3. Synergy scores: CSS=35.2, Synergy_ZIP=-3.47, Synergy_Bliss=-3.35, Synergy_Loewe=-14.3, Synergy_HSA=-0.468. (2) Drug 1: CN1C(=O)N2C=NC(=C2N=N1)C(=O)N. Drug 2: CC1CCCC2(C(O2)CC(NC(=O)CC(C(C(=O)C(C1O)C)(C)C)O)C(=CC3=CSC(=N3)C)C)C. Cell line: RPMI-8226. Synergy scores: CSS=59.8, Synergy_ZIP=2.09, Synergy_Bliss=0.582, Synergy_Loewe=-27.6, Synergy_HSA=1.47. (3) Drug 1: CN(CC1=CN=C2C(=N1)C(=NC(=N2)N)N)C3=CC=C(C=C3)C(=O)NC(CCC(=O)O)C(=O)O. Drug 2: COC1=NC(=NC2=C1N=CN2C3C(C(C(O3)CO)O)O)N. Cell line: NCI-H226. Synergy scores: CSS=30.0, Synergy_ZIP=-0.261, Synergy_Bliss=0.185, Synergy_Loewe=-0.775, Synergy_HSA=-0.709. (4) Drug 1: CC1=C(C=C(C=C1)C(=O)NC2=CC(=CC(=C2)C(F)(F)F)N3C=C(N=C3)C)NC4=NC=CC(=N4)C5=CN=CC=C5. Drug 2: C1=CC=C(C=C1)NC(=O)CCCCCCC(=O)NO. Cell line: KM12. Synergy scores: CSS=4.59, Synergy_ZIP=4.77, Synergy_Bliss=2.77, Synergy_Loewe=-9.45, Synergy_HSA=-1.34. (5) Drug 1: CCCCCOC(=O)NC1=NC(=O)N(C=C1F)C2C(C(C(O2)C)O)O. Drug 2: CNC(=O)C1=NC=CC(=C1)OC2=CC=C(C=C2)NC(=O)NC3=CC(=C(C=C3)Cl)C(F)(F)F. Cell line: KM12. Synergy scores: CSS=1.02, Synergy_ZIP=-1.14, Synergy_Bliss=-3.63, Synergy_Loewe=-3.52, Synergy_HSA=-4.10. (6) Drug 1: C1=CC(=C2C(=C1NCCNCCO)C(=O)C3=C(C=CC(=C3C2=O)O)O)NCCNCCO. Drug 2: CCC1(CC2CC(C3=C(CCN(C2)C1)C4=CC=CC=C4N3)(C5=C(C=C6C(=C5)C78CCN9C7C(C=CC9)(C(C(C8N6C=O)(C(=O)OC)O)OC(=O)C)CC)OC)C(=O)OC)O.OS(=O)(=O)O. Cell line: SNB-75. Synergy scores: CSS=56.4, Synergy_ZIP=2.14, Synergy_Bliss=4.58, Synergy_Loewe=5.43, Synergy_HSA=6.26.